Dataset: Full USPTO retrosynthesis dataset with 1.9M reactions from patents (1976-2016). Task: Predict the reactants needed to synthesize the given product. Given the product [ClH:1].[NH2:17][C:13]1[C:14]2[C:9](=[CH:8][C:7]([CH2:6][CH:5]([NH:18][S:19]([C:22]3[CH:31]=[CH:30][C:29]4[C:24](=[CH:25][CH:26]=[CH:27][CH:28]=4)[CH:23]=3)(=[O:21])=[O:20])[C:4]([N:37]3[CH2:38][CH2:39][CH:34]([CH3:33])[CH2:35][CH2:36]3)=[O:32])=[CH:16][CH:15]=2)[CH:10]=[CH:11][N:12]=1, predict the reactants needed to synthesize it. The reactants are: [ClH:1].CO[C:4](=[O:32])[CH:5]([NH:18][S:19]([C:22]1[CH:31]=[CH:30][C:29]2[C:24](=[CH:25][CH:26]=[CH:27][CH:28]=2)[CH:23]=1)(=[O:21])=[O:20])[CH2:6][C:7]1[CH:8]=[C:9]2[C:14](=[CH:15][CH:16]=1)[C:13]([NH2:17])=[N:12][CH:11]=[CH:10]2.[CH3:33][CH:34]1[CH2:39][CH2:38][NH:37][CH2:36][CH2:35]1.